From a dataset of Catalyst prediction with 721,799 reactions and 888 catalyst types from USPTO. Predict which catalyst facilitates the given reaction. Reactant: [CH3:1][C:2]1([CH3:41])[O:6][C@@H:5]([CH2:7][CH2:8][NH:9][C:10]([CH:12]2[CH:16]([C:17]3[CH:22]=[CH:21][CH:20]=[C:19]([Cl:23])[C:18]=3[F:24])[C:15]([C:27]3[CH:32]=[CH:31][C:30]([Cl:33])=[CH:29][C:28]=3[F:34])([C:25]#[N:26])[CH:14]([CH2:35][C:36]([CH3:40])([CH3:39])[CH2:37][OH:38])[NH:13]2)=[O:11])[CH2:4][O:3]1.C(N(CC)CC)C.[CH3:49][S:50](Cl)(=[O:52])=[O:51].O. Product: [Cl:23][C:19]1[C:18]([F:24])=[C:17]([C@H:16]2[C@H:12]([C:10](=[O:11])[NH:9][CH2:8][CH2:7][C@H:5]3[CH2:4][O:3][C:2]([CH3:41])([CH3:1])[O:6]3)[NH:13][C@@H:14]([CH2:35][C:36]([CH3:40])([CH3:39])[CH2:37][O:38][S:50]([CH3:49])(=[O:52])=[O:51])[C@@:15]2([C:27]2[CH:32]=[CH:31][C:30]([Cl:33])=[CH:29][C:28]=2[F:34])[C:25]#[N:26])[CH:22]=[CH:21][CH:20]=1. The catalyst class is: 4.